The task is: Predict the reaction yield, written as a fraction of the theoretical maximum amount of product (1.0 means a 100% yield; for example, 0.34 means a 34% yield).. This data is from Reaction yield outcomes from USPTO patents with 853,638 reactions. (1) The reactants are I[C:2]1[C:10]2[C:5](=[CH:6][CH:7]=[C:8]([NH:11][C:12]([CH:14]3[C:23]4[C:18](=[CH:19][CH:20]=[CH:21][CH:22]=4)[CH2:17][CH2:16][CH2:15]3)=[O:13])[CH:9]=2)[NH:4][N:3]=1.[CH3:24][N:25]1[CH2:30][CH2:29][N:28]([C:31]2[CH:36]=[CH:35][C:34](B3OC(C)(C)C(C)(C)O3)=[CH:33][CH:32]=2)[CH2:27][CH2:26]1.C([O-])([O-])=O.[Na+].[Na+]. The catalyst is CCO.C1C=CC([P]([Pd]([P](C2C=CC=CC=2)(C2C=CC=CC=2)C2C=CC=CC=2)([P](C2C=CC=CC=2)(C2C=CC=CC=2)C2C=CC=CC=2)[P](C2C=CC=CC=2)(C2C=CC=CC=2)C2C=CC=CC=2)(C2C=CC=CC=2)C2C=CC=CC=2)=CC=1. The product is [CH3:24][N:25]1[CH2:30][CH2:29][N:28]([C:31]2[CH:32]=[CH:33][C:34]([C:2]3[C:10]4[C:5](=[CH:6][CH:7]=[C:8]([NH:11][C:12]([CH:14]5[C:23]6[C:18](=[CH:19][CH:20]=[CH:21][CH:22]=6)[CH2:17][CH2:16][CH2:15]5)=[O:13])[CH:9]=4)[NH:4][N:3]=3)=[CH:35][CH:36]=2)[CH2:27][CH2:26]1. The yield is 0.590. (2) The reactants are Br[C:2]1[CH:3]=[C:4]([NH:8][C:9]([N:11]2[CH2:16][CH2:15][N:14]([C:17]([O:19][C:20]([CH3:23])([CH3:22])[CH3:21])=[O:18])[CH2:13][CH:12]2[CH2:24]O)=[O:10])[CH:5]=[CH:6][CH:7]=1.[C:26](=[NH:39])([C:33]1[CH:38]=[CH:37][CH:36]=[CH:35][CH:34]=1)[C:27]1[CH:32]=[CH:31][CH:30]=[CH:29][CH:28]=1.C1(P(C2CCCCC2)C2C=CC=CC=2C2C(C(C)C)=CC(C(C)C)=CC=2C(C)C)CCCCC1.CC(C)([O-])C.[Na+]. The catalyst is C1(C)C=CC=CC=1.C1C=CC(/C=C/C(/C=C/C2C=CC=CC=2)=O)=CC=1.C1C=CC(/C=C/C(/C=C/C2C=CC=CC=2)=O)=CC=1.[Pd].O. The product is [C:27]1([C:26](=[N:39][C:2]2[CH:3]=[C:4]([N:8]3[CH2:24][CH:12]4[CH2:13][N:14]([C:17]([O:19][C:20]([CH3:22])([CH3:23])[CH3:21])=[O:18])[CH2:15][CH2:16][N:11]4[C:9]3=[O:10])[CH:5]=[CH:6][CH:7]=2)[C:33]2[CH:34]=[CH:35][CH:36]=[CH:37][CH:38]=2)[CH:32]=[CH:31][CH:30]=[CH:29][CH:28]=1. The yield is 0.910. (3) The reactants are O=[C:2]([CH2:7][C:8]([O:10][CH3:11])=[O:9])[C:3](OC)=[O:4].[NH:12]1[CH:16]=[CH:15][C:14]([NH2:17])=[N:13]1. The yield is 0.320. The catalyst is CO. The product is [OH:4][C:3]1[N:13]2[N:12]=[CH:16][CH:15]=[C:14]2[N:17]=[C:7]([C:8]([O:10][CH3:11])=[O:9])[CH:2]=1. (4) The reactants are [C:1]([CH2:3][C:4]([O:6][CH2:7][CH:8]([CH2:13][CH3:14])[CH2:9][CH2:10][CH2:11][CH3:12])=[O:5])#[N:2].[C:15]([NH:18][C:19]1[CH:26]=[CH:25][C:22]([CH:23]=O)=[CH:21][CH:20]=1)(=[O:17])[CH3:16]. The catalyst is C(O)(C)C. The product is [C:15]([NH:18][C:19]1[CH:26]=[CH:25][C:22]([CH:23]=[C:3]([C:1]#[N:2])[C:4]([O:6][CH2:7][CH:8]([CH2:13][CH3:14])[CH2:9][CH2:10][CH2:11][CH3:12])=[O:5])=[CH:21][CH:20]=1)(=[O:17])[CH3:16]. The yield is 0.540. (5) The reactants are [CH3:1][C:2]1[N:3]=[C:4]([C:8]2[C:13]([OH:14])=[CH:12][C:11]([CH3:15])=[C:10]([CH3:16])[N:9]=2)[S:5][C:6]=1[CH3:7].[CH2:17]([O:24][C:25]1[CH:34]=[C:33]2[C:28]([C:29](Cl)=[CH:30][CH:31]=[N:32]2)=[CH:27][C:26]=1[O:36][CH3:37])[C:18]1[CH:23]=[CH:22][CH:21]=[CH:20][CH:19]=1.C(=O)([O-])[O-].[Cs+].[Cs+].O. The catalyst is CN(C)C1C=CN=CC=1.CS(C)=O. The product is [CH2:17]([O:24][C:25]1[CH:34]=[C:33]2[C:28]([C:29]([O:14][C:13]3[C:8]([C:4]4[S:5][C:6]([CH3:7])=[C:2]([CH3:1])[N:3]=4)=[N:9][C:10]([CH3:16])=[C:11]([CH3:15])[CH:12]=3)=[CH:30][CH:31]=[N:32]2)=[CH:27][C:26]=1[O:36][CH3:37])[C:18]1[CH:19]=[CH:20][CH:21]=[CH:22][CH:23]=1. The yield is 0.220. (6) The reactants are C(OC([N:8]1[CH2:13][CH2:12][CH:11]([C:14]2[C:19]([N:20]3[C:28]4[C:23](=[CH:24][CH:25]=[CH:26][CH:27]=4)[CH2:22][CH2:21]3)=[CH:18][CH:17]=[CH:16][N:15]=2)[CH2:10][CH2:9]1)=O)(C)(C)C.[ClH:29]. The catalyst is CO. The product is [ClH:29].[N:20]1([C:19]2[C:14]([CH:11]3[CH2:12][CH2:13][NH:8][CH2:9][CH2:10]3)=[N:15][CH:16]=[CH:17][CH:18]=2)[C:28]2[C:23](=[CH:24][CH:25]=[CH:26][CH:27]=2)[CH2:22][CH2:21]1. The yield is 1.00.